From a dataset of Catalyst prediction with 721,799 reactions and 888 catalyst types from USPTO. Predict which catalyst facilitates the given reaction. Reactant: [Br:1][C:2]1[C:3]([NH2:8])=[N:4][NH:5][C:6]=1[CH3:7].C([O-])([O-])=O.[K+].[K+].Cl[CH2:16][C:17]([N:19]1[CH2:24][CH2:23][N:22]([C:25]2[CH:30]=[CH:29][C:28]([F:31])=[CH:27][CH:26]=2)[CH2:21][CH2:20]1)=[O:18].CN(C=O)C. Product: [NH2:8][C:3]1[C:2]([Br:1])=[C:6]([CH3:7])[N:5]([CH2:16][C:17]([N:19]2[CH2:20][CH2:21][N:22]([C:25]3[CH:30]=[CH:29][C:28]([F:31])=[CH:27][CH:26]=3)[CH2:23][CH2:24]2)=[O:18])[N:4]=1. The catalyst class is: 13.